The task is: Predict the product of the given reaction.. This data is from Forward reaction prediction with 1.9M reactions from USPTO patents (1976-2016). Given the reactants C1C=C(Cl)C=C(C(OO)=O)C=1.[Cl:12][C:13]1[CH:18]=[CH:17][CH:16]=[C:15]([Cl:19])[C:14]=1[N:20]1[CH:31]=[CH:30][C:23]2[N:24]=[C:25](SC)[N:26]=[CH:27][C:22]=2[C:21]1=[O:32].CCN(C(C)C)C(C)C.[CH3:42][N:43]1[CH2:48][CH2:47][N:46]([C:49]2[CH:50]=[C:51]([CH:53]=[CH:54][CH:55]=2)[NH2:52])[CH2:45][CH2:44]1, predict the reaction product. The product is: [Cl:12][C:13]1[CH:18]=[CH:17][CH:16]=[C:15]([Cl:19])[C:14]=1[N:20]1[CH:31]=[CH:30][C:23]2[N:24]=[C:25]([NH:52][C:51]3[CH:53]=[CH:54][CH:55]=[C:49]([N:46]4[CH2:45][CH2:44][N:43]([CH3:42])[CH2:48][CH2:47]4)[CH:50]=3)[N:26]=[CH:27][C:22]=2[C:21]1=[O:32].